The task is: Predict the reactants needed to synthesize the given product.. This data is from Full USPTO retrosynthesis dataset with 1.9M reactions from patents (1976-2016). (1) Given the product [F:1][C:2]1[CH:7]=[CH:6][C:5]([F:8])=[CH:4][C:3]=1[S:9]([NH:12][C:16]1[CH:21]=[CH:20][CH:19]=[C:18]([C:22]2[C:26]([C:27]3[CH:32]=[CH:31][N:30]=[CH:29][CH:28]=3)=[CH:25][N:24]([CH:33]3[CH2:34][CH2:35][O:36][CH2:37][CH2:38]3)[N:23]=2)[C:17]=1[F:39])(=[O:11])=[O:10], predict the reactants needed to synthesize it. The reactants are: [F:1][C:2]1[CH:7]=[CH:6][C:5]([F:8])=[CH:4][C:3]=1[S:9]([N:12]([C:16]1[CH:21]=[CH:20][CH:19]=[C:18]([C:22]2[C:26]([C:27]3[CH:32]=[CH:31][N:30]=[CH:29][CH:28]=3)=[CH:25][N:24]([CH:33]3[CH2:38][CH2:37][O:36][CH2:35][CH2:34]3)[N:23]=2)[C:17]=1[F:39])COC)(=[O:11])=[O:10]. (2) Given the product [Cl:1][C:2]1[CH:3]=[CH:4][C:5]([CH2:8][CH2:9][CH2:10][OH:11])=[CH:6][CH:7]=1, predict the reactants needed to synthesize it. The reactants are: [Cl:1][C:2]1[CH:7]=[CH:6][C:5]([CH2:8][CH2:9][C:10](O)=[O:11])=[CH:4][CH:3]=1.B.O1CCCC1.CO. (3) Given the product [CH3:61][N:18]([CH3:17])[C:19]([CH3:59])([CH3:60])[CH2:20][O:21][C:22]1[CH:23]=[CH:24][C:25]([CH2:26][CH2:27][CH2:28][NH:29][C:30]2[CH:35]=[C:34]([O:36][CH3:37])[C:33]([O:38][CH3:39])=[CH:32][C:31]=2[C@@H:40]2[CH2:49][CH2:48][C:47]3[CH:46]=[C:45]([OH:50])[CH:44]=[CH:43][C:42]=3[CH2:41]2)=[CH:57][CH:58]=1, predict the reactants needed to synthesize it. The reactants are: CN(C)C(C)(C)COC1C=CC(C=O)=CC=1.[CH3:17][N:18]([CH3:61])[C:19]([CH3:60])([CH3:59])[CH2:20][O:21][C:22]1[CH:58]=[CH:57][C:25]([CH2:26][CH2:27][CH2:28][NH:29][C:30]2[CH:35]=[C:34]([O:36][CH3:37])[C:33]([O:38][CH3:39])=[CH:32][C:31]=2[C@@H:40]2[CH2:49][CH2:48][C:47]3[CH:46]=[C:45]([O:50]C(=O)C(C)(C)C)[CH:44]=[CH:43][C:42]=3[CH2:41]2)=[CH:24][CH:23]=1.